From a dataset of hERG Central: cardiac toxicity at 1µM, 10µM, and general inhibition. Predict hERG channel inhibition at various concentrations. (1) The molecule is Cc1ccc(SCCOCCN2CCc3ccccc3C2)cc1. Results: hERG_inhib (hERG inhibition (general)): blocker. (2) The drug is CCCCCCCN1CCC(=O)N([C@H](CO)Cc2ccccc2)CC1. Results: hERG_inhib (hERG inhibition (general)): blocker. (3) The drug is O=C(c1ccco1)N1CCN(Cc2cc(=O)c(OCc3ccc(F)cc3)co2)CC1. Results: hERG_inhib (hERG inhibition (general)): blocker. (4) Results: hERG_inhib (hERG inhibition (general)): blocker. The molecule is Cc1ccccc1OCC(O)CN1CCN(CCN2C(=O)c3cccc4cccc(c34)C2=O)CC1. (5) The compound is CCCCCCS(=O)[C@H]1CS(=O)(=O)C[C@@H]1S(=O)CCCCCC. Results: hERG_inhib (hERG inhibition (general)): blocker.